From a dataset of Forward reaction prediction with 1.9M reactions from USPTO patents (1976-2016). Predict the product of the given reaction. (1) The product is: [CH3:25][CH2:24][N:12]([CH:11]([CH3:10])[CH3:28])[CH:13]([CH3:14])[CH3:37].[Cl:1][C:2]1[CH:7]=[C:6]2[NH:8][C:9](=[O:36])[C:10]3([CH:15]([C:16]4[CH:21]=[CH:20][CH:19]=[C:18]([Cl:22])[CH:17]=4)[CH2:14][C:13](=[O:23])[N:12]([CH2:24][CH2:25][CH2:26][N:45]4[CH2:50][CH2:49][S:48](=[O:52])(=[O:51])[CH2:47][CH2:46]4)[CH:11]3[C:28]3[CH:33]=[C:32]([F:34])[CH:31]=[CH:30][C:29]=3[CH3:35])[C:5]2=[CH:4][CH:3]=1. Given the reactants [Cl:1][C:2]1[CH:7]=[C:6]2[NH:8][C:9](=[O:36])[C:10]3([CH:15]([C:16]4[CH:21]=[CH:20][CH:19]=[C:18]([Cl:22])[CH:17]=4)[CH2:14][C:13](=[O:23])[N:12]([CH2:24][CH2:25][CH2:26]Cl)[CH:11]3[C:28]3[CH:33]=[C:32]([F:34])[CH:31]=[CH:30][C:29]=3[CH3:35])[C:5]2=[CH:4][CH:3]=1.[CH3:37]OC([Si](C)(C)C)C.[NH:45]1[CH2:50][CH2:49][S:48](=[O:52])(=[O:51])[CH2:47][CH2:46]1, predict the reaction product. (2) Given the reactants [F:1][CH2:2][CH2:3][C:4]1([CH2:10][CH2:11][C:12]2[CH:17]=[CH:16][C:15]([O:18][CH2:19][CH2:20][CH2:21][C:22]3[CH:27]=[CH:26][CH:25]=[C:24]([CH3:28])[CH:23]=3)=[C:14]([C:29]([F:32])([F:31])[F:30])[CH:13]=2)[CH2:8][O:7]C(C)=[N:5]1.[ClH:33], predict the reaction product. The product is: [ClH:33].[NH2:5][C:4]([CH2:10][CH2:11][C:12]1[CH:17]=[CH:16][C:15]([O:18][CH2:19][CH2:20][CH2:21][C:22]2[CH:27]=[CH:26][CH:25]=[C:24]([CH3:28])[CH:23]=2)=[C:14]([C:29]([F:30])([F:31])[F:32])[CH:13]=1)([CH2:3][CH2:2][F:1])[CH2:8][OH:7]. (3) Given the reactants [CH3:1][CH:2]([C:4]1[N:8]=[C:7]([N:9]2[CH2:14][CH2:13][CH:12]([CH2:15][O:16][C:17]3[CH:18]=[CH:19][C:20]([C:23]4[CH:28]=[CH:27][C:26]([S:29]([CH3:31])=[O:30])=[CH:25][CH:24]=4)=[N:21][CH:22]=3)[CH2:11][CH2:10]2)[O:6][N:5]=1)[CH3:3].C(=O)=O.CO, predict the reaction product. The product is: [CH3:3][CH:2]([C:4]1[N:8]=[C:7]([N:9]2[CH2:14][CH2:13][CH:12]([CH2:15][O:16][C:17]3[CH:18]=[CH:19][C:20]([C:23]4[CH:28]=[CH:27][C:26]([S@@:29]([CH3:31])=[O:30])=[CH:25][CH:24]=4)=[N:21][CH:22]=3)[CH2:11][CH2:10]2)[O:6][N:5]=1)[CH3:1]. (4) The product is: [F:5][C:6]1[CH:7]=[C:8]([CH2:9][NH2:10])[CH:11]=[CH:12][C:13]=1[F:14]. Given the reactants [Cl-].[Ce+3].[Cl-].[Cl-].[F:5][C:6]1[CH:7]=[C:8]([CH:11]=[CH:12][C:13]=1[F:14])[C:9]#[N:10].C[Li].[Br-].[Li+].[OH-].[NH4+].Cl, predict the reaction product. (5) Given the reactants [CH2:1]1[O:9][C:8]2[CH:7]=[CH:6][C:5]([C:10]3[CH:15]=[C:14]([C:16]4[CH:21]=[CH:20][CH:19]=[CH:18][CH:17]=4)[NH:13][C:12](=[O:22])[CH:11]=3)=[CH:4][C:3]=2[O:2]1.[Si:23]([O:30][CH2:31][CH2:32][CH2:33][CH2:34][CH2:35]O)([C:26]([CH3:29])([CH3:28])[CH3:27])([CH3:25])[CH3:24].C1(P(C2C=CC=CC=2)C2C=CC=CC=2)C=CC=CC=1.CCOC(/N=N/C(OCC)=O)=O, predict the reaction product. The product is: [O:9]1[C:8]2[CH:7]=[CH:6][C:5]([C:10]3[CH:15]=[C:14]([C:16]4[CH:21]=[CH:20][CH:19]=[CH:18][CH:17]=4)[N:13]=[C:12]([O:22][CH2:35][CH2:34][CH2:33][CH2:32][CH2:31][O:30][Si:23]([CH3:25])([CH3:24])[C:26]([CH3:29])([CH3:28])[CH3:27])[CH:11]=3)=[CH:4][C:3]=2[O:2][CH2:1]1. (6) Given the reactants [C:1]([O:5][C:6]([N:8]([CH3:48])[C@H:9]([C:13]([NH:15][C@H:16]([C:20]([N:22]([C@@H:24]([C@@H:44]([CH3:47])[CH2:45][CH3:46])[C@H:25]([O:42][CH3:43])[CH2:26][C:27]([N:29]1[CH2:33][CH2:32][CH2:31][C@H:30]1[C@H:34]([O:40][CH3:41])[C@H:35]([C:37]([OH:39])=O)[CH3:36])=[O:28])[CH3:23])=[O:21])[CH:17]([CH3:19])[CH3:18])=[O:14])[CH:10]([CH3:12])[CH3:11])=[O:7])([CH3:4])([CH3:3])[CH3:2].CN(C(ON1N=NC2C=CC=NC1=2)=[N+](C)C)C.F[P-](F)(F)(F)(F)F.FC(F)(F)C(O)=O.[NH2:80][C@@H:81]([CH2:94][C:95]1[CH:100]=[CH:99][CH:98]=[CH:97][CH:96]=1)[CH2:82][CH2:83][C:84]1[CH:89]=[CH:88][C:87]([S:90]([OH:93])(=[O:92])=[O:91])=[CH:86][CH:85]=1, predict the reaction product. The product is: [C:1]([O:5][C:6]([N:8]([CH3:48])[C@H:9]([C:13]([NH:15][C@H:16]([C:20]([N:22]([C@@H:24]([C@@H:44]([CH3:47])[CH2:45][CH3:46])[C@H:25]([O:42][CH3:43])[CH2:26][C:27]([N:29]1[CH2:33][CH2:32][CH2:31][C@H:30]1[C@H:34]([O:40][CH3:41])[C@@H:35]([CH3:36])[C:37](=[O:39])[NH:80][C@H:81]([CH2:82][CH2:83][C:84]1[CH:85]=[CH:86][C:87]([S:90]([OH:93])(=[O:91])=[O:92])=[CH:88][CH:89]=1)[CH2:94][C:95]1[CH:96]=[CH:97][CH:98]=[CH:99][CH:100]=1)=[O:28])[CH3:23])=[O:21])[CH:17]([CH3:18])[CH3:19])=[O:14])[CH:10]([CH3:12])[CH3:11])=[O:7])([CH3:2])([CH3:4])[CH3:3]. (7) Given the reactants [O:1]=[C:2]1[CH:8](C(OC)=O)[CH2:7][C:6]2[CH:13]=[CH:14][CH:15]=[CH:16][C:5]=2[CH2:4][CH:3]1C(OC)=O.[OH-].[K+], predict the reaction product. The product is: [O:1]=[C:2]1[CH2:8][CH2:7][C:6]2[CH:13]=[CH:14][CH:15]=[CH:16][C:5]=2[CH2:4][CH2:3]1. (8) Given the reactants C(S[C:4]1[S:5][C:6](=[CH:10][C:11]2[CH:12]=[C:13]3[C:17](=[CH:18][CH:19]=2)[N:16]([CH2:20][C:21]2[CH:26]=[CH:25][C:24]([C:27]([OH:30])([CH3:29])[CH3:28])=[CH:23][C:22]=2[C:31]([F:34])([F:33])[F:32])[N:15]=[CH:14]3)[C:7](=[O:9])[N:8]=1)C.[CH3:35][N:36]1[CH2:41][CH2:40][NH:39][CH2:38][CH2:37]1, predict the reaction product. The product is: [OH:30][C:27]([C:24]1[CH:25]=[CH:26][C:21]([CH2:20][N:16]2[C:17]3[C:13](=[CH:12][C:11]([CH:10]=[C:6]4[S:5][C:4]([N:39]5[CH2:40][CH2:41][N:36]([CH3:35])[CH2:37][CH2:38]5)=[N:8][C:7]4=[O:9])=[CH:19][CH:18]=3)[CH:14]=[N:15]2)=[C:22]([C:31]([F:34])([F:33])[F:32])[CH:23]=1)([CH3:29])[CH3:28]. (9) Given the reactants [F:1][C:2]1[CH:7]=[CH:6][C:5]([C@H:8]2[N:12]([S:13]([C:16]3[CH:21]=[CH:20][C:19]([CH3:22])=[CH:18][CH:17]=3)(=[O:15])=[O:14])[C@H:11]([CH2:23][CH2:24][CH2:25][OH:26])[CH2:10][CH2:9]2)=[CH:4][CH:3]=1.[CH:27](Cl)(Cl)Cl, predict the reaction product. The product is: [F:1][C:2]1[CH:3]=[CH:4][C:5]([C@H:8]2[CH2:9][CH2:10][C@@H:11]([CH2:23][CH2:24][CH2:25][O:26][CH3:27])[N:12]2[S:13]([C:16]2[CH:17]=[CH:18][C:19]([CH3:22])=[CH:20][CH:21]=2)(=[O:15])=[O:14])=[CH:6][CH:7]=1.